This data is from Forward reaction prediction with 1.9M reactions from USPTO patents (1976-2016). The task is: Predict the product of the given reaction. (1) Given the reactants [NH2:1][C:2]1[CH:7]=[CH:6][C:5]([N:8]2[CH2:13][CH2:12][CH:11]([N:14]([C:22]3[CH:27]=[CH:26][CH:25]=[CH:24][CH:23]=3)[C:15](=[O:21])[CH:16]([CH2:19][CH3:20])[CH2:17][CH3:18])[CH2:10][CH2:9]2)=[C:4]([F:28])[CH:3]=1.[CH2:29]([CH:31]([CH2:35][CH3:36])[C:32](Cl)=[O:33])[CH3:30], predict the reaction product. The product is: [CH2:17]([CH:16]([CH2:19][CH3:20])[C:15]([N:14]([CH:11]1[CH2:12][CH2:13][N:8]([C:5]2[CH:6]=[CH:7][C:2]([NH:1][C:32](=[O:33])[CH:31]([CH2:35][CH3:36])[CH2:29][CH3:30])=[CH:3][C:4]=2[F:28])[CH2:9][CH2:10]1)[C:22]1[CH:23]=[CH:24][CH:25]=[CH:26][CH:27]=1)=[O:21])[CH3:18]. (2) Given the reactants Br[C:2]1[CH:3]=[C:4]([F:10])[C:5]([F:9])=[C:6]([Cl:8])[CH:7]=1.[B:11]1([B:11]2[O:15][C:14]([CH3:17])([CH3:16])[C:13]([CH3:19])([CH3:18])[O:12]2)[O:15][C:14]([CH3:17])([CH3:16])[C:13]([CH3:19])([CH3:18])[O:12]1.CC([O-])=O.[K+], predict the reaction product. The product is: [Cl:8][C:6]1[CH:7]=[C:2]([B:11]2[O:15][C:14]([CH3:17])([CH3:16])[C:13]([CH3:19])([CH3:18])[O:12]2)[CH:3]=[C:4]([F:10])[C:5]=1[F:9]. (3) Given the reactants [NH2:1][C:2]1[CH:7]=[CH:6][C:5]([OH:8])=[CH:4][C:3]=1[N+:9]([O-:11])=[O:10].[CH:12](O)=[O:13], predict the reaction product. The product is: [OH:8][C:5]1[CH:6]=[CH:7][C:2]([NH:1][CH:12]=[O:13])=[C:3]([N+:9]([O-:11])=[O:10])[CH:4]=1. (4) Given the reactants [Cl:1][C:2]1[C:3]([N:13]2[CH2:18][CH2:17][NH:16][CH2:15][CH2:14]2)=[N:4][CH:5]=[C:6]([CH:12]=1)[C:7]([O:9][CH2:10][CH3:11])=[O:8].C(N(CC)CC)C.[C:26]1([S:32]([N:35]=[C:36]=[O:37])(=[O:34])=[O:33])[CH:31]=[CH:30][CH:29]=[CH:28][CH:27]=1, predict the reaction product. The product is: [Cl:1][C:2]1[C:3]([N:13]2[CH2:18][CH2:17][N:16]([C:36]([NH:35][S:32]([C:26]3[CH:27]=[CH:28][CH:29]=[CH:30][CH:31]=3)(=[O:34])=[O:33])=[O:37])[CH2:15][CH2:14]2)=[N:4][CH:5]=[C:6]([CH:12]=1)[C:7]([O:9][CH2:10][CH3:11])=[O:8]. (5) Given the reactants [Br:1][C:2]1[CH:3]=[N:4][C:5](Cl)=[N:6][CH:7]=1.CC[N:11]([CH:15]([CH3:17])[CH3:16])C(C)C.C1(N)CC1, predict the reaction product. The product is: [Br:1][C:2]1[CH:3]=[N:4][C:5]([NH:11][CH:15]2[CH2:17][CH2:16]2)=[N:6][CH:7]=1. (6) Given the reactants [CH2:1]([O:8][C:9](=[O:41])[NH:10][C:11]1[CH:16]=[CH:15][C:14]([F:17])=[C:13]([CH:18]([C:20]2[C:28]3[C:27]([Cl:29])=[N:26][CH:25]=[N:24][C:23]=3[N:22]([S:30]([C:33]3[CH:38]=[CH:37][C:36]([CH3:39])=[CH:35][CH:34]=3)(=[O:32])=[O:31])[CH:21]=2)[OH:19])[C:12]=1[F:40])[C:2]1[CH:7]=[CH:6][CH:5]=[CH:4][CH:3]=1.CC(OI1(OC(C)=O)(OC(C)=O)OC(=O)C2C=CC=CC1=2)=O, predict the reaction product. The product is: [CH2:1]([O:8][C:9](=[O:41])[NH:10][C:11]1[CH:16]=[CH:15][C:14]([F:17])=[C:13]([C:18]([C:20]2[C:28]3[C:27]([Cl:29])=[N:26][CH:25]=[N:24][C:23]=3[N:22]([S:30]([C:33]3[CH:34]=[CH:35][C:36]([CH3:39])=[CH:37][CH:38]=3)(=[O:32])=[O:31])[CH:21]=2)=[O:19])[C:12]=1[F:40])[C:2]1[CH:7]=[CH:6][CH:5]=[CH:4][CH:3]=1.